This data is from Catalyst prediction with 721,799 reactions and 888 catalyst types from USPTO. The task is: Predict which catalyst facilitates the given reaction. (1) Reactant: [C:1]([C:3]1[CH:4]=[C:5]([C:16]2[S:17][C:18]3[N:19]=[CH:20][N:21]=[CH:22][C:23]=3[N:24]=2)[CH:6]=[CH:7][C:8]=1[O:9][C:10]1[CH:11]=[N:12][CH:13]=[CH:14][CH:15]=1)#[N:2].CO.C(Cl)(Cl)[Cl:28]. Product: [ClH:28].[C:1]([C:3]1[CH:4]=[C:5]([C:16]2[S:17][C:18]3[N:19]=[CH:20][N:21]=[CH:22][C:23]=3[N:24]=2)[CH:6]=[CH:7][C:8]=1[O:9][C:10]1[CH:11]=[N:12][CH:13]=[CH:14][CH:15]=1)#[N:2]. The catalyst class is: 209. (2) Reactant: O1CCOCC1.[Cl:7][C:8]1[CH:9]=[CH:10][C:11]([N:44]2[CH:48]=[N:47][N:46]=[N:45]2)=[C:12]([C:14]2[CH:22]=[C:21]3[N:17]([C@H:18]([C:23]4[NH:24][C:25]([C:28]5[CH:33]=[CH:32][CH:31]=[C:30]([B:34]6[O:38]C(C)(C)C(C)(C)[O:35]6)[CH:29]=5)=[CH:26][N:27]=4)[CH2:19][CH2:20]3)[C:16](=[O:43])[CH:15]=2)[CH:13]=1.Cl.C(=O)([O-])O.[Na+]. Product: [Cl:7][C:8]1[CH:9]=[CH:10][C:11]([N:44]2[CH:48]=[N:47][N:46]=[N:45]2)=[C:12]([C:14]2[CH:22]=[C:21]3[N:17]([C@H:18]([C:23]4[NH:24][C:25]([C:28]5[CH:29]=[C:30]([B:34]([OH:35])[OH:38])[CH:31]=[CH:32][CH:33]=5)=[CH:26][N:27]=4)[CH2:19][CH2:20]3)[C:16](=[O:43])[CH:15]=2)[CH:13]=1. The catalyst class is: 6. (3) Reactant: [CH:1]1[C:14]2[C:5](=[CH:6][C:7]3[C:12]([C:13]=2[C:15]([N:17]2[CH2:22][CH2:21][CH:20]([N:23]4[CH2:35][C:27]5([C:31](=[O:32])[O:30][C:29]([CH3:34])([CH3:33])[CH2:28]5)[NH:26][CH2:25][CH2:24]4)[CH2:19][CH2:18]2)=[O:16])=[CH:11][CH:10]=[CH:9][CH:8]=3)[CH:4]=[CH:3][CH:2]=1.Br[CH2:37][C:38]([O:40][C:41]([CH3:44])([CH3:43])[CH3:42])=[O:39].C(N(CC)CC)C. Product: [CH:1]1[C:14]2[C:5](=[CH:6][C:7]3[C:12]([C:13]=2[C:15]([N:17]2[CH2:18][CH2:19][CH:20]([N:23]4[CH2:35][C:27]5([C:31](=[O:32])[O:30][C:29]([CH3:33])([CH3:34])[CH2:28]5)[N:26]([CH2:37][C:38]([O:40][C:41]([CH3:44])([CH3:43])[CH3:42])=[O:39])[CH2:25][CH2:24]4)[CH2:21][CH2:22]2)=[O:16])=[CH:11][CH:10]=[CH:9][CH:8]=3)[CH:4]=[CH:3][CH:2]=1. The catalyst class is: 7. (4) Product: [CH2:3]=[C:2]([CH:6]1[CH2:9][CH:8]([CH2:10][C:11]([OH:13])=[O:12])[C:7]1([CH3:15])[CH3:14])[C:4]#[CH:5]. The catalyst class is: 2. Reactant: O[C:2]([CH:6]1[CH2:9][CH:8]([CH2:10][C:11]([OH:13])=[O:12])[C:7]1([CH3:15])[CH3:14])([C:4]#[CH:5])[CH3:3].C([SiH](CC)CC)C.FC(F)(F)C(O)=O. (5) Reactant: [CH3:1][CH:2]([S:4]([NH:7][CH:8]1[CH2:12][CH2:11][CH2:10][CH:9]1[O:13]CC1C=CC=CC=1)(=[O:6])=[O:5])[CH3:3]. Product: [OH:13][CH:9]1[CH2:10][CH2:11][CH2:12][CH:8]1[NH:7][S:4]([CH:2]([CH3:3])[CH3:1])(=[O:6])=[O:5]. The catalyst class is: 63. (6) Reactant: Cl[CH:2]([C:9]1[CH:18]=[CH:17][C:16]2[C:11](=[CH:12][CH:13]=[CH:14][CH:15]=2)[CH:10]=1)[C:3]([CH3:8])([N+:5]([O-:7])=[O:6])[CH3:4].C(OCC)(=O)C. Product: [CH3:8][C:3]([N+:5]([O-:7])=[O:6])([CH3:4])[CH2:2][C:9]1[CH:18]=[CH:17][C:16]2[C:11](=[CH:12][CH:13]=[CH:14][CH:15]=2)[CH:10]=1. The catalyst class is: 129. (7) Reactant: C1[CH:2]=[CH:3][C:4]2[N:9](O)N=[N:7][C:5]=2C=1.[Cl:11][C:12]1[CH:20]=[CH:19][CH:18]=[CH:17][C:13]=1[C:14]([OH:16])=O.[NH:21]=[C:22]=N.C(=O)([O-])[O-]. Product: [NH2:9][C@:4]1([CH2:22][NH:21][C:14](=[O:16])[C:13]2[CH:17]=[CH:18][CH:19]=[CH:20][C:12]=2[Cl:11])[CH2:3][CH2:2][NH:7][CH2:5]1. The catalyst class is: 1.